From a dataset of Reaction yield outcomes from USPTO patents with 853,638 reactions. Predict the reaction yield, written as a fraction of the theoretical maximum amount of product (1.0 means a 100% yield; for example, 0.34 means a 34% yield). (1) The reactants are [CH:1]([OH:4])([CH3:3])[CH3:2].CC(C)([O-])C.[K+].Cl[C:12]1[N+:17]([O-:18])=[C:16]2[CH2:19][CH2:20][CH2:21][C:15]2=[C:14]([Cl:22])[CH:13]=1. The catalyst is O1CCOCC1.C(Cl)Cl. The product is [Cl:22][C:14]1[CH:13]=[C:12]([O:4][CH:1]([CH3:3])[CH3:2])[N+:17]([O-:18])=[C:16]2[CH2:19][CH2:20][CH2:21][C:15]=12. The yield is 0.880. (2) The reactants are I[C:2]1[N:3]=[C:4]2[CH2:9][N:8]([C:10]([O:12][CH2:13][C:14]3[CH:19]=[CH:18][CH:17]=[CH:16][CH:15]=3)=[O:11])[CH2:7][CH2:6][N:5]2[C:20]=1[CH3:21].C([Mg]Br)C.[C:26]([OH:29])(=[O:28])C. The catalyst is C1COCC1. The product is [CH2:13]([O:12][C:10]([N:8]1[CH2:7][CH2:6][N:5]2[C:20]([CH3:21])=[C:2]([C:26]([OH:29])=[O:28])[N:3]=[C:4]2[CH2:9]1)=[O:11])[C:14]1[CH:19]=[CH:18][CH:17]=[CH:16][CH:15]=1. The yield is 0.520. (3) The reactants are [Cl:1][C:2]1[CH:7]=[CH:6][C:5]([N+:8]([O-:10])=[O:9])=[C:4](F)[CH:3]=1.C([O-])([O-])=O.[Na+].[Na+].[F:18][CH:19]1[CH2:24][CH2:23][CH2:22][NH:21][CH2:20]1. The catalyst is C1(C)C=CC=CC=1.CCOC(C)=O. The product is [Cl:1][C:2]1[CH:7]=[CH:6][C:5]([N+:8]([O-:10])=[O:9])=[C:4]([N:21]2[CH2:22][CH2:23][CH2:24][CH:19]([F:18])[CH2:20]2)[CH:3]=1. The yield is 0.980. (4) The reactants are [NH:1]1[CH2:6][CH2:5][CH:4]([N:7]2[C:15]3[C:10](=[N:11][CH:12]=[CH:13][CH:14]=3)[N:9]([CH2:16][O:17][CH2:18][CH2:19][Si:20]([CH3:23])([CH3:22])[CH3:21])[C:8]2=[O:24])[CH2:3][CH2:2]1.C(N(CC)CC)C.Cl[C:33](OC(Cl)(Cl)Cl)=[O:34].[NH2:40][C@H:41]1[C:47]2=[N:48][CH:49]=[CH:50][CH:51]=[C:46]2[C@@H:45]([NH:52][C:53](=[O:59])[O:54][C:55]([CH3:58])([CH3:57])[CH3:56])[C@H:44]([C:60]2[CH:65]=[CH:64][CH:63]=[C:62]([F:66])[C:61]=2[F:67])[CH2:43][CH2:42]1. The catalyst is C(Cl)Cl.O1CCCC1.C(OCC)(=O)C. The product is [F:67][C:61]1[C:62]([F:66])=[CH:63][CH:64]=[CH:65][C:60]=1[C@@H:44]1[CH2:43][CH2:42][C@@H:41]([NH:40][C:33]([N:1]2[CH2:6][CH2:5][CH:4]([N:7]3[C:15]4[C:10](=[N:11][CH:12]=[CH:13][CH:14]=4)[N:9]([CH2:16][O:17][CH2:18][CH2:19][Si:20]([CH3:21])([CH3:23])[CH3:22])[C:8]3=[O:24])[CH2:3][CH2:2]2)=[O:34])[C:47]2=[N:48][CH:49]=[CH:50][CH:51]=[C:46]2[C@H:45]1[NH:52][C:53](=[O:59])[O:54][C:55]([CH3:58])([CH3:57])[CH3:56]. The yield is 0.130.